Dataset: Forward reaction prediction with 1.9M reactions from USPTO patents (1976-2016). Task: Predict the product of the given reaction. (1) Given the reactants [C:1]([C:5]1[CH:6]=[C:7]([CH:11]2[CH2:16][CH:15]([C:17]([O:19]C)=[O:18])[CH2:14][CH2:13][N:12]2[C:21]([O:23][CH3:24])=[O:22])[CH:8]=[CH:9][CH:10]=1)([CH3:4])([CH3:3])[CH3:2].[Br-].[Li+].C(N(CC)CC)C.CC(OC)(C)C, predict the reaction product. The product is: [C:1]([C:5]1[CH:6]=[C:7]([CH:11]2[CH2:16][CH:15]([C:17]([OH:19])=[O:18])[CH2:14][CH2:13][N:12]2[C:21]([O:23][CH3:24])=[O:22])[CH:8]=[CH:9][CH:10]=1)([CH3:4])([CH3:2])[CH3:3]. (2) Given the reactants [CH3:1][N:2]1[C:6]2=[CH:7][CH:8]=[C:9]3[C:14]([N:13]=[C:12]([C:15]4[CH:16]=[C:17]([CH:19]=[CH:20][CH:21]=4)[NH2:18])[N:11]=[C:10]3[N:22]3[CH2:27][CH2:26][O:25][CH2:24][CH2:23]3)=[C:5]2[CH:4]=[CH:3]1.ClC(Cl)(O[C:32](=[O:38])OC(Cl)(Cl)Cl)Cl.[NH2:40][CH2:41][CH2:42][CH3:43], predict the reaction product. The product is: [CH3:1][N:2]1[C:6]2=[CH:7][CH:8]=[C:9]3[C:14]([N:13]=[C:12]([C:15]4[CH:16]=[C:17]([NH:18][C:32]([NH:40][CH2:41][CH2:42][CH3:43])=[O:38])[CH:19]=[CH:20][CH:21]=4)[N:11]=[C:10]3[N:22]3[CH2:27][CH2:26][O:25][CH2:24][CH2:23]3)=[C:5]2[CH:4]=[CH:3]1. (3) Given the reactants [F:1][C:2]1[CH:10]=[C:9]2[C:5]([C:6]([C:11]3[CH:12]=[CH:13][C:14]4[S:18](=[O:20])(=[O:19])[N:17]([CH2:21][CH2:22][C:23](O)=[O:24])[CH:16]([CH3:26])[C:15]=4[CH:27]=3)=[CH:7][NH:8]2)=[CH:4][CH:3]=1.[N:28]1([C:34]([O:36][C:37]([CH3:40])([CH3:39])[CH3:38])=[O:35])[CH2:33][CH2:32][NH:31][CH2:30][CH2:29]1.CCN(C(C)C)C(C)C.CN(C(ON1N=NC2C=CC=NC1=2)=[N+](C)C)C.F[P-](F)(F)(F)(F)F, predict the reaction product. The product is: [F:1][C:2]1[CH:10]=[C:9]2[C:5]([C:6]([C:11]3[CH:12]=[CH:13][C:14]4[S:18](=[O:20])(=[O:19])[N:17]([CH2:21][CH2:22][C:23]([N:31]5[CH2:30][CH2:29][N:28]([C:34]([O:36][C:37]([CH3:40])([CH3:39])[CH3:38])=[O:35])[CH2:33][CH2:32]5)=[O:24])[CH:16]([CH3:26])[C:15]=4[CH:27]=3)=[CH:7][NH:8]2)=[CH:4][CH:3]=1. (4) Given the reactants [CH2:1]([N:8]1[CH2:13][CH2:12][O:11][C@H:10]([CH2:14]Cl)[CH2:9]1)[C:2]1[CH:7]=[CH:6][CH:5]=[CH:4][CH:3]=1.C(N1CCOC(CCl)C1)C1C=CC=CC=1.[NH:31]1[C:39]2[C:34](=[CH:35][CH:36]=[CH:37][CH:38]=2)[C@@:33]2([C:51]3[C:42](=[CH:43][C:44]4[O:49][CH2:48][CH2:47][O:46][C:45]=4[CH:50]=3)[O:41][CH2:40]2)[C:32]1=[O:52].N1C2C(=CC=CC=2)C2(C3C(=CC4OCCOC=4C=3)OC2)C1=O, predict the reaction product. The product is: [CH2:1]([N:8]1[CH2:13][CH2:12][O:11][C@H:10]([CH2:14][N:31]2[C:39]3[C:34](=[CH:35][CH:36]=[CH:37][CH:38]=3)[C@@:33]3([C:51]4[C:42](=[CH:43][C:44]5[O:49][CH2:48][CH2:47][O:46][C:45]=5[CH:50]=4)[O:41][CH2:40]3)[C:32]2=[O:52])[CH2:9]1)[C:2]1[CH:7]=[CH:6][CH:5]=[CH:4][CH:3]=1. (5) Given the reactants [CH2:1]([O:3][CH:4]([CH2:10][C:11]1[CH:16]=[CH:15][CH:14]=[C:13]([CH2:17][CH2:18][OH:19])[CH:12]=1)[C:5]([O:7]CC)=[O:6])[CH3:2].[CH3:20][O:21][C:22]1[CH:27]=[CH:26][C:25]([N:28]=[C:29]=[O:30])=[CH:24][CH:23]=1, predict the reaction product. The product is: [CH2:1]([O:3][CH:4]([CH2:10][C:11]1[CH:16]=[CH:15][CH:14]=[C:13]([CH2:17][CH2:18][O:19][C:29]([NH:28][C:25]2[CH:26]=[CH:27][C:22]([O:21][CH3:20])=[CH:23][CH:24]=2)=[O:30])[CH:12]=1)[C:5]([OH:7])=[O:6])[CH3:2]. (6) Given the reactants [Cl:1][C:2]1[CH:3]=[CH:4][C:5]2[N:11]([CH2:12][C:13]3[CH:18]=[CH:17][C:16]([O:19][CH3:20])=[CH:15][C:14]=3[O:21][CH3:22])[C:10](=[O:23])[CH:9]([CH2:24][C:25]([NH:27][CH2:28][C:29](=O)[CH2:30][CH2:31][C:32]([O:34][CH3:35])=[O:33])=O)[CH2:8][CH:7]([C:37]3[CH:42]=[CH:41][CH:40]=[C:39]([O:43][CH3:44])[C:38]=3[O:45][CH3:46])[C:6]=2[CH:47]=1.COC1C=CC(P2(SP(C3C=CC(OC)=CC=3)(=S)S2)=[S:57])=CC=1, predict the reaction product. The product is: [Cl:1][C:2]1[CH:3]=[CH:4][C:5]2[N:11]([CH2:12][C:13]3[CH:18]=[CH:17][C:16]([O:19][CH3:20])=[CH:15][C:14]=3[O:21][CH3:22])[C:10](=[O:23])[CH:9]([CH2:24][C:25]3[S:57][C:29]([CH2:30][CH2:31][C:32]([O:34][CH3:35])=[O:33])=[CH:28][N:27]=3)[CH2:8][CH:7]([C:37]3[CH:42]=[CH:41][CH:40]=[C:39]([O:43][CH3:44])[C:38]=3[O:45][CH3:46])[C:6]=2[CH:47]=1.